From a dataset of Peptide-MHC class I binding affinity with 185,985 pairs from IEDB/IMGT. Regression. Given a peptide amino acid sequence and an MHC pseudo amino acid sequence, predict their binding affinity value. This is MHC class I binding data. (1) The peptide sequence is DGAEGINPY. The MHC is HLA-A26:01 with pseudo-sequence HLA-A26:01. The binding affinity (normalized) is 0.0847. (2) The peptide sequence is YFENSDLNL. The MHC is HLA-A31:01 with pseudo-sequence HLA-A31:01. The binding affinity (normalized) is 0.0847. (3) The peptide sequence is DFPGKTVWF. The MHC is HLA-A24:02 with pseudo-sequence HLA-A24:02. The binding affinity (normalized) is 0.160. (4) The peptide sequence is VPADHRLAF. The MHC is HLA-A11:01 with pseudo-sequence HLA-A11:01. The binding affinity (normalized) is 0.0847. (5) The binding affinity (normalized) is 0.470. The MHC is HLA-B15:17 with pseudo-sequence HLA-B15:17. The peptide sequence is LPTWLGAAI.